From a dataset of Full USPTO retrosynthesis dataset with 1.9M reactions from patents (1976-2016). Predict the reactants needed to synthesize the given product. (1) Given the product [C:15]([O:19][C:20]([N:22]1[CH2:28][CH2:27][CH2:26][C@@H:23]1[CH2:24][NH:12][C:11]1[CH:10]=[CH:9][C:8]([O:1][C:2]2[CH:3]=[CH:4][CH:5]=[CH:6][CH:7]=2)=[CH:14][CH:13]=1)=[O:21])([CH3:18])([CH3:16])[CH3:17], predict the reactants needed to synthesize it. The reactants are: [O:1]([C:8]1[CH:14]=[CH:13][C:11]([NH2:12])=[CH:10][CH:9]=1)[C:2]1[CH:7]=[CH:6][CH:5]=[CH:4][CH:3]=1.[C:15]([O:19][C:20]([N:22]1[CH2:28][CH2:27][CH2:26][C@@H:23]1[CH:24]=O)=[O:21])([CH3:18])([CH3:17])[CH3:16].C(O[BH-](OC(=O)C)OC(=O)C)(=O)C.[Na+].C(O)(=O)C. (2) Given the product [ClH:34].[C:1]([C:5]1[CH:10]=[CH:9][C:8]([C:11]2[N:12]([C:32]([N:49]3[CH2:50][CH2:51][N:46]([CH2:45][C:44]([N:38]4[CH2:39][CH2:40][O:41][CH2:42][CH2:43]4)=[O:52])[CH2:47][CH2:48]3)=[O:33])[C@H:13]([C:24]3[CH:29]=[CH:28][C:27]([CH:30]=[CH2:31])=[CH:26][CH:25]=3)[C@H:14]([C:16]3[CH:21]=[CH:20][C:19]([CH:22]=[CH2:23])=[CH:18][CH:17]=3)[N:15]=2)=[C:7]([O:35][CH2:36][CH3:37])[CH:6]=1)([CH3:4])([CH3:3])[CH3:2], predict the reactants needed to synthesize it. The reactants are: [C:1]([C:5]1[CH:10]=[CH:9][C:8]([C:11]2[N:12]([C:32]([Cl:34])=[O:33])[C@H:13]([C:24]3[CH:29]=[CH:28][C:27]([C:30]#[CH:31])=[CH:26][CH:25]=3)[C@H:14]([C:16]3[CH:21]=[CH:20][C:19]([C:22]#[CH:23])=[CH:18][CH:17]=3)[N:15]=2)=[C:7]([O:35][CH2:36][CH3:37])[CH:6]=1)([CH3:4])([CH3:3])[CH3:2].[N:38]1([C:44](=[O:52])[CH2:45][N:46]2[CH2:51][CH2:50][NH:49][CH2:48][CH2:47]2)[CH2:43][CH2:42][O:41][CH2:40][CH2:39]1. (3) Given the product [F:1][C:2]([F:13])([CH2:5][CH2:6][C:7]1[CH:12]=[CH:11][CH:10]=[CH:9][CH:8]=1)[CH2:3][N:21]1[CH2:25][CH2:24][C@@H:23]([S:26][C:27]2[CH:32]=[CH:31][C:30]([OH:33])=[CH:29][CH:28]=2)[CH2:22]1, predict the reactants needed to synthesize it. The reactants are: [F:1][C:2]([F:13])([CH2:5][CH2:6][C:7]1[CH:12]=[CH:11][CH:10]=[CH:9][CH:8]=1)[CH2:3]O.FC(F)(F)C(O)=O.[NH:21]1[CH2:25][CH2:24][C@@H:23]([S:26][C:27]2[CH:32]=[CH:31][C:30]([OH:33])=[CH:29][CH:28]=2)[CH2:22]1. (4) Given the product [C:8]([C:10]1[CH:15]=[CH:14][C:13]([C:16]2[CH:17]=[N:18][N:19]([C:22]3[CH:30]=[CH:29][C:25]([C:26]([NH:40][CH:37]4[CH2:38][CH2:39][N:34]([CH2:32][CH3:33])[CH2:35][CH2:36]4)=[O:28])=[CH:24][N:23]=3)[C:20]=2[OH:21])=[C:12]([CH3:31])[CH:11]=1)#[N:9], predict the reactants needed to synthesize it. The reactants are: C(O)(C(F)(F)F)=O.[C:8]([C:10]1[CH:15]=[CH:14][C:13]([C:16]2[CH:17]=[N:18][N:19]([C:22]3[CH:30]=[CH:29][C:25]([C:26]([OH:28])=O)=[CH:24][N:23]=3)[C:20]=2[OH:21])=[C:12]([CH3:31])[CH:11]=1)#[N:9].[CH2:32]([N:34]1[CH2:39][CH2:38][CH:37]([NH2:40])[CH2:36][CH2:35]1)[CH3:33]. (5) The reactants are: [H-].[Al+3].[Li+].[H-].[H-].[H-].[OH:7][CH2:8][C:9]1[CH:16]=[CH:15][C:12]([C:13]#[N:14])=[CH:11][CH:10]=1. Given the product [NH2:14][CH2:13][C:12]1[CH:15]=[CH:16][C:9]([CH2:8][OH:7])=[CH:10][CH:11]=1, predict the reactants needed to synthesize it.